From a dataset of Catalyst prediction with 721,799 reactions and 888 catalyst types from USPTO. Predict which catalyst facilitates the given reaction. (1) Reactant: [CH2:1]([C:3]1[CH:8]=[C:7]([CH3:9])[CH:6]=[C:5]([CH2:10][CH3:11])[C:4]=1[C:12]1[C:13](=[O:32])[N:14]([CH3:31])[N:15]=[C:16]([CH2:26][O:27]COC)[C:17]=1[O:18][CH2:19][C:20]1[CH:25]=[CH:24][CH:23]=[CH:22][CH:21]=1)[CH3:2].Cl.O.[OH-].[Na+]. Product: [CH2:1]([C:3]1[CH:8]=[C:7]([CH3:9])[CH:6]=[C:5]([CH2:10][CH3:11])[C:4]=1[C:12]1[C:13](=[O:32])[N:14]([CH3:31])[N:15]=[C:16]([CH2:26][OH:27])[C:17]=1[O:18][CH2:19][C:20]1[CH:25]=[CH:24][CH:23]=[CH:22][CH:21]=1)[CH3:2]. The catalyst class is: 5. (2) Reactant: [C:1]([O:5][C:6]([NH:8][C@H:9]1[CH2:15][CH2:14][C@@H:13]([OH:16])[CH2:12][NH:11][C:10]1=[O:17])=[O:7])([CH3:4])([CH3:3])[CH3:2].[Si:18](Cl)([C:21]([CH3:24])([CH3:23])[CH3:22])([CH3:20])[CH3:19].N1C=CN=C1.CN(C=O)C. Product: [C:1]([O:5][C:6]([NH:8][C@H:9]1[CH2:15][CH2:14][C@@H:13]([O:16][Si:18]([C:21]([CH3:24])([CH3:23])[CH3:22])([CH3:20])[CH3:19])[CH2:12][NH:11][C:10]1=[O:17])=[O:7])([CH3:4])([CH3:2])[CH3:3]. The catalyst class is: 6. (3) The catalyst class is: 162. Product: [CH:30]1([CH2:31][O:28][C:5]2[CH:6]=[C:7]([C:10]3[O:11][CH:12]=[C:13]([CH2:15][CH2:16][C:17]([C:19]4[CH:24]=[CH:23][CH:22]=[CH:21][C:20]=4[O:25][CH2:26][CH3:27])=[O:18])[N:14]=3)[CH:8]=[CH:9][C:4]=2[O:3][CH:2]([F:1])[F:29])[CH2:39][CH2:40]1. Reactant: [F:1][CH:2]([F:29])[O:3][C:4]1[CH:9]=[CH:8][C:7]([C:10]2[O:11][CH:12]=[C:13]([CH2:15][CH2:16][C:17]([C:19]3[CH:24]=[CH:23][CH:22]=[CH:21][C:20]=3[O:25][CH2:26][CH3:27])=[O:18])[N:14]=2)=[CH:6][C:5]=1[OH:28].[CH2:30]1[CH2:40][CH2:39]N2C(=NCCC2)C[CH2:31]1.BrCC1CC1.O. (4) Reactant: [C:1]([O:5][C:6]([N:8]1[CH2:13][C:12](=[O:14])[NH:11][C:10](=[O:15])[CH2:9]1)=[O:7])([CH3:4])([CH3:3])[CH3:2].[H-].[Na+].[CH3:18]I. Product: [C:1]([O:5][C:6]([N:8]1[CH2:13][C:12](=[O:14])[N:11]([CH3:18])[C:10](=[O:15])[CH2:9]1)=[O:7])([CH3:4])([CH3:2])[CH3:3]. The catalyst class is: 9. (5) Reactant: [CH:1]([N:4]1[C:8]([C:9]2[CH:10]=[C:11]([NH2:17])[CH:12]=[CH:13][C:14]=2[O:15][CH3:16])=[CH:7][CH:6]=[N:5]1)([CH3:3])[CH3:2].[Cl:18][C:19]1[CH:24]=[CH:23][C:22]([N:25]=[C:26]=[O:27])=[CH:21][CH:20]=1. Product: [Cl:18][C:19]1[CH:24]=[CH:23][C:22]([NH:25][C:26]([NH:17][C:11]2[CH:12]=[CH:13][C:14]([O:15][CH3:16])=[C:9]([C:8]3[N:4]([CH:1]([CH3:3])[CH3:2])[N:5]=[CH:6][CH:7]=3)[CH:10]=2)=[O:27])=[CH:21][CH:20]=1. The catalyst class is: 2. (6) Reactant: [C:1](Cl)(=O)C.[Cl:5][C:6]1[CH:11]=[CH:10][CH:9]=[CH:8][C:7]=1[CH:12]=[CH:13][C:14](=[O:18])[C:15]([OH:17])=[O:16]. Product: [CH3:1][O:16][C:15](=[O:17])[C:14](=[O:18])[CH:13]=[CH:12][C:7]1[CH:8]=[CH:9][CH:10]=[CH:11][C:6]=1[Cl:5]. The catalyst class is: 5. (7) Reactant: [Mn]([O-])(=O)(=O)=O.[K+].[CH:7]1([N:10]2[C:14]([S:15][CH3:16])=[N:13][N:12]=[C:11]2[C:17]2[CH:22]=[CH:21][N:20]=[CH:19][CH:18]=2)[CH2:9][CH2:8]1.S([O-])(O)=[O:24].[Na+].[OH2:28]. Product: [CH:7]1([N:10]2[C:14]([S:15]([CH3:16])(=[O:24])=[O:28])=[N:13][N:12]=[C:11]2[C:17]2[CH:22]=[CH:21][N:20]=[CH:19][CH:18]=2)[CH2:9][CH2:8]1. The catalyst class is: 15. (8) Reactant: Cl.[Cl:2][C:3]1[CH:4]=[C:5]2[C:9](=[CH:10][CH:11]=1)[NH:8][CH:7]=[C:6]2[CH2:12][CH2:13][NH2:14].[O:15]1[CH:19]=[CH:18][CH:17]=[C:16]1[C:20]1[N:24]([CH3:25])[N:23]=[C:22]([C:26](Cl)=[O:27])[CH:21]=1.C(N(CC)CC)C.C(OCC)(=O)C. Product: [Cl:2][C:3]1[CH:4]=[C:5]2[C:9](=[CH:10][CH:11]=1)[NH:8][CH:7]=[C:6]2[CH2:12][CH2:13][NH:14][C:26]([C:22]1[CH:21]=[C:20]([C:16]2[O:15][CH:19]=[CH:18][CH:17]=2)[N:24]([CH3:25])[N:23]=1)=[O:27]. The catalyst class is: 4.